From a dataset of Catalyst prediction with 721,799 reactions and 888 catalyst types from USPTO. Predict which catalyst facilitates the given reaction. (1) Reactant: [Cl:1][C:2]1[CH:3]=[C:4]([C:10]2([C:28]([F:31])([F:30])[F:29])[O:14][N:13]=[C:12]([C:15]3[CH:20]=[CH:19][C:18]([N:21]4[CH2:24][CH:23]([C:25]([OH:27])=O)[CH2:22]4)=[CH:17][CH:16]=3)[CH2:11]2)[CH:5]=[C:6]([Cl:9])[C:7]=1[Cl:8].[CH3:32][N:33](C(ON1N=NC2C=CC=NC1=2)=[N+](C)C)[CH3:34].F[P-](F)(F)(F)(F)F.CCN(C(C)C)C(C)C.CNC. Product: [CH3:32][N:33]([CH3:34])[C:25]([CH:23]1[CH2:24][N:21]([C:18]2[CH:17]=[CH:16][C:15]([C:12]3[CH2:11][C:10]([C:4]4[CH:3]=[C:2]([Cl:1])[C:7]([Cl:8])=[C:6]([Cl:9])[CH:5]=4)([C:28]([F:31])([F:29])[F:30])[O:14][N:13]=3)=[CH:20][CH:19]=2)[CH2:22]1)=[O:27]. The catalyst class is: 198. (2) Reactant: [Si:1]([O:18][CH2:19][C:20]1[CH:25]=[CH:24][CH:23]=[CH:22][C:21]=1[CH2:26]O)([C:14]([CH3:17])([CH3:16])[CH3:15])([C:8]1[CH:13]=[CH:12][CH:11]=[CH:10][CH:9]=1)[C:2]1[CH:7]=[CH:6][CH:5]=[CH:4][CH:3]=1.C(Br)(Br)(Br)[Br:29].C1(P(C2C=CC=CC=2)C2C=CC=CC=2)C=CC=CC=1.CCCCCC. Product: [Br:29][CH2:26][C:21]1[CH:22]=[CH:23][CH:24]=[CH:25][C:20]=1[CH2:19][O:18][Si:1]([C:14]([CH3:17])([CH3:16])[CH3:15])([C:8]1[CH:13]=[CH:12][CH:11]=[CH:10][CH:9]=1)[C:2]1[CH:7]=[CH:6][CH:5]=[CH:4][CH:3]=1. The catalyst class is: 96. (3) Product: [F:13][C:9]1[CH:8]=[CH:7][C:6]([CH:4]([NH2:1])[CH3:5])=[N:11][C:10]=1[CH3:12]. The catalyst class is: 45. Reactant: [N:1]([CH:4]([C:6]1[N:11]=[C:10]([CH3:12])[C:9]([F:13])=[CH:8][CH:7]=1)[CH3:5])=[N+]=[N-]. (4) Reactant: [O:1]1[CH2:6][CH2:5][N:4]([C:7](=[O:26])[CH2:8][C@@H:9]([NH:18]C(=O)OC(C)(C)C)[CH2:10][CH2:11][C:12]2[CH:17]=[CH:16][CH:15]=[CH:14][CH:13]=2)[CH2:3][CH2:2]1.C(O)(C(F)(F)F)=O.C(=O)(O)[O-].[Na+].C(=O)([O-])[O-].[K+].[K+].[Cl-].[Na+]. Product: [O:1]1[CH2:2][CH2:3][N:4]([C:7](=[O:26])[CH2:8][C@@H:9]([NH2:18])[CH2:10][CH2:11][C:12]2[CH:17]=[CH:16][CH:15]=[CH:14][CH:13]=2)[CH2:5][CH2:6]1. The catalyst class is: 4. (5) Reactant: [Br:1][C:2]1[CH:3]=[CH:4][C:5]([NH2:8])=[N:6][CH:7]=1.Br[CH2:10][C:11]([C:13]1[CH:18]=[CH:17][C:16]([Cl:19])=[CH:15][CH:14]=1)=O.C(=O)([O-])O.[Na+].O. Product: [Br:1][C:2]1[CH:3]=[CH:4][C:5]2[N:6]([CH:10]=[C:11]([C:13]3[CH:18]=[CH:17][C:16]([Cl:19])=[CH:15][CH:14]=3)[N:8]=2)[CH:7]=1. The catalyst class is: 259. (6) Reactant: [C:1]([C:4]1[C:9]([OH:10])=[CH:8][C:7](OS(C(F)(F)F)(=O)=O)=[CH:6][C:5]=1[OH:19])(=[O:3])[CH3:2].[NH:20]1[CH2:25][CH2:24][O:23][CH2:22][CH2:21]1.C1(C2C=CC=CC=2)C=CC=CC=1P(C(C)(C)C)C(C)(C)C.[O-]P([O-])([O-])=O.[K+].[K+].[K+]. Product: [OH:19][C:5]1[CH:6]=[C:7]([N:20]2[CH2:25][CH2:24][O:23][CH2:22][CH2:21]2)[CH:8]=[C:9]([OH:10])[C:4]=1[C:1](=[O:3])[CH3:2]. The catalyst class is: 443. (7) Reactant: Br[C:2]1[CH:7]=[CH:6][C:5]([F:8])=[C:4]([F:9])[CH:3]=1.C(O[Na])(C)(C)C.[CH:16]1([NH2:19])[CH2:18][CH2:17]1. Product: [CH:16]1([NH:19][C:2]2[CH:7]=[CH:6][C:5]([F:8])=[C:4]([F:9])[CH:3]=2)[CH2:18][CH2:17]1. The catalyst class is: 733.